This data is from Forward reaction prediction with 1.9M reactions from USPTO patents (1976-2016). The task is: Predict the product of the given reaction. (1) Given the reactants B(Br)(Br)Br.[Br:5][C:6]1[CH:15]=[C:14]2[C:9]([CH:10]=[CH:11][N:12]=[CH:13]2)=[CH:8][C:7]=1[O:16]C.C([O-])(O)=O.[Na+], predict the reaction product. The product is: [Br:5][C:6]1[CH:15]=[C:14]2[C:9]([CH:10]=[CH:11][N:12]=[CH:13]2)=[CH:8][C:7]=1[OH:16]. (2) Given the reactants [S:1](Cl)(Cl)(=[O:3])=[O:2].[C:6]1([C:12]2[N:13]=[CH:14][S:15][C:16]=2[N:17]2C(=O)C3=CC=CC=C3C2=O)[CH:11]=[CH:10][CH:9]=[CH:8][CH:7]=1.[NH3:28], predict the reaction product. The product is: [NH2:17][C:16]1[S:15][C:14]([S:1]([NH2:28])(=[O:3])=[O:2])=[N:13][C:12]=1[C:6]1[CH:11]=[CH:10][CH:9]=[CH:8][CH:7]=1.[NH2:17][C:16]1[S:15][CH:14]=[N:13][C:12]=1[C:6]1[CH:11]=[CH:10][CH:9]=[CH:8][CH:7]=1.